This data is from Full USPTO retrosynthesis dataset with 1.9M reactions from patents (1976-2016). The task is: Predict the reactants needed to synthesize the given product. (1) Given the product [Br:25][C:26]1[C:34]2[C:33]([N:19]3[CH2:18][CH2:17][C:16]([CH3:22])([C:14]([NH:13][C:9]4[CH:10]=[CH:11][CH:12]=[C:7]([O:6][C:5]5[CH:23]=[CH:24][C:2]([F:1])=[CH:3][CH:4]=5)[CH:8]=4)=[O:15])[CH2:21][CH2:20]3)=[N:32][CH:31]=[N:30][C:29]=2[NH:28][CH:27]=1, predict the reactants needed to synthesize it. The reactants are: [F:1][C:2]1[CH:24]=[CH:23][C:5]([O:6][C:7]2[CH:8]=[C:9]([NH:13][C:14]([C:16]3([CH3:22])[CH2:21][CH2:20][NH:19][CH2:18][CH2:17]3)=[O:15])[CH:10]=[CH:11][CH:12]=2)=[CH:4][CH:3]=1.[Br:25][C:26]1[C:34]2[C:33](Cl)=[N:32][CH:31]=[N:30][C:29]=2[NH:28][CH:27]=1.C(N(CC)CC)C. (2) Given the product [S:23]1[C:19]([C:17]2[NH:11][N:10]([C:2]3[S:1][C:5]4[CH:6]=[CH:7][CH:8]=[CH:9][C:4]=4[N:3]=3)[C:15](=[O:14])[CH:16]=2)=[CH:20][C:21]2[CH:27]=[CH:26][CH:25]=[CH:24][C:22]1=2, predict the reactants needed to synthesize it. The reactants are: [S:1]1[C:5]2[CH:6]=[CH:7][CH:8]=[CH:9][C:4]=2[N:3]=[C:2]1[NH:10][NH2:11].C([O:14][C:15](=O)[CH2:16][C:17]([C:19]1[S:23][C:22]2[CH:24]=[CH:25][CH:26]=[CH:27][C:21]=2[CH:20]=1)=O)C. (3) The reactants are: [F:1][C:2]([F:13])([F:12])[C:3]([CH:5]1[C:10](=[O:11])[CH2:9][CH:8]2[CH:6]1C2)=[O:4].C1(=O)CCCC1. Given the product [F:1][C:2]([F:12])([F:13])[C:3]([CH:5]1[CH2:6][CH2:8][CH2:9][C:10]1=[O:11])=[O:4], predict the reactants needed to synthesize it.